Predict the product of the given reaction. From a dataset of Forward reaction prediction with 1.9M reactions from USPTO patents (1976-2016). (1) Given the reactants Br[C:2]1[CH:7]=[C:6]([Cl:8])[CH:5]=[CH:4][C:3]=1[O:9][CH3:10].C([Li])CCC.[C:16]([N:23]1[CH2:28][CH2:27][C:26](=[O:29])[CH2:25][CH2:24]1)([O:18][C:19]([CH3:22])([CH3:21])[CH3:20])=[O:17].S([O-])(O)(=O)=O.[Na+].S([O-])([O-])(=O)=O.[Na+].[Na+], predict the reaction product. The product is: [C:19]([O:18][C:16]([N:23]1[CH2:28][CH2:27][C:26]([C:2]2[CH:7]=[C:6]([Cl:8])[CH:5]=[CH:4][C:3]=2[O:9][CH3:10])([OH:29])[CH2:25][CH2:24]1)=[O:17])([CH3:22])([CH3:20])[CH3:21]. (2) Given the reactants Br[C:2]1[CH:7]=[CH:6][C:5]([O:8][CH3:9])=[CH:4][CH:3]=1.[Mg].[CH3:11][N:12]([CH3:36])[C:13]1[CH:18]=[CH:17][C:16]([C:19]2[C:24]([N:25]3[CH2:31][CH2:30][C:29](=O)[N:28]([CH3:33])[CH2:27][CH2:26]3)=[CH:23][CH:22]=[C:21]([O:34][CH3:35])[N:20]=2)=[CH:15][CH:14]=1.[B-]C#N.[Na+].[OH-].[Na+], predict the reaction product. The product is: [CH3:35][O:34][C:21]1[N:20]=[C:19]([C:16]2[CH:17]=[CH:18][C:13]([N:12]([CH3:11])[CH3:36])=[CH:14][CH:15]=2)[C:24]([N:25]2[CH2:31][CH2:30][CH:29]([C:2]3[CH:7]=[CH:6][C:5]([O:8][CH3:9])=[CH:4][CH:3]=3)[N:28]([CH3:33])[CH2:27][CH2:26]2)=[CH:23][CH:22]=1. (3) Given the reactants [C:1]([C:3]1[CH:8]=[CH:7][N:6]=[C:5]([O:9][CH3:10])[CH:4]=1)#[N:2].Cl.CCOCC, predict the reaction product. The product is: [CH3:10][O:9][C:5]1[CH:4]=[C:3]([CH2:1][NH2:2])[CH:8]=[CH:7][N:6]=1. (4) Given the reactants C(OC(=O)[NH:7][CH2:8][CH:9]1[CH:13]([F:14])[CH2:12][N:11]([C:15]2[C:24]([CH3:25])=[C:23]3[C:18]([C:19](=[O:31])[N:20]([NH2:30])[C:21](=[O:29])[N:22]3[CH:26]3[CH2:28][CH2:27]3)=[CH:17][C:16]=2[F:32])[CH2:10]1)(C)(C)C, predict the reaction product. The product is: [NH2:30][N:20]1[C:19](=[O:31])[C:18]2[C:23](=[C:24]([CH3:25])[C:15]([N:11]3[CH2:12][CH:13]([F:14])[CH:9]([CH2:8][NH2:7])[CH2:10]3)=[C:16]([F:32])[CH:17]=2)[N:22]([CH:26]2[CH2:27][CH2:28]2)[C:21]1=[O:29].